Predict which catalyst facilitates the given reaction. From a dataset of Catalyst prediction with 721,799 reactions and 888 catalyst types from USPTO. (1) Reactant: [H-].[Na+].[N:3]1[CH:8]=[CH:7][CH:6]=[C:5]([OH:9])[CH:4]=1.Cl[C:11]1[C:12]2[CH:26]=[C:25]([CH2:27][CH3:28])[NH:24][C:13]=2[N:14]=[C:15]([CH2:17][C:18]2[CH:19]=[N:20][CH:21]=[CH:22][CH:23]=2)[N:16]=1. Product: [CH2:27]([C:25]1[NH:24][C:13]2[N:14]=[C:15]([CH2:17][C:18]3[CH:19]=[N:20][CH:21]=[CH:22][CH:23]=3)[N:16]=[C:11]([O:9][C:5]3[CH:4]=[N:3][CH:8]=[CH:7][CH:6]=3)[C:12]=2[CH:26]=1)[CH3:28]. The catalyst class is: 37. (2) Reactant: [O:1]1[C:5]2[CH:6]=[CH:7][C:8]([C:10]3[CH:11]=[C:12]([S:20]([NH:23][C:24]4[CH:32]=[CH:31][C:27]([C:28]([OH:30])=[O:29])=[C:26]([OH:33])[CH:25]=4)(=[O:22])=[O:21])[CH:13]=[C:14]([C:16]([F:19])([F:18])[F:17])[CH:15]=3)=[CH:9][C:4]=2[CH2:3][CH2:2]1.[C:34](N1C=CN=C1)(N1C=CN=C1)=O.CO.N1C=CC=CC=1. Product: [O:1]1[C:5]2[CH:6]=[CH:7][C:8]([C:10]3[CH:11]=[C:12]([S:20]([NH:23][C:24]4[CH:32]=[CH:31][C:27]([C:28]([O:30][CH3:34])=[O:29])=[C:26]([OH:33])[CH:25]=4)(=[O:21])=[O:22])[CH:13]=[C:14]([C:16]([F:17])([F:19])[F:18])[CH:15]=3)=[CH:9][C:4]=2[CH2:3][CH2:2]1. The catalyst class is: 23. (3) Reactant: Br[C:2]1[CH:3]=[CH:4][C:5]2[C:9]3[CH:10]=[CH:11][CH:12]=[CH:13][C:8]=3[Si:7]([CH3:15])([CH3:14])[C:6]=2[CH:16]=1.[NH3:17]. Product: [CH3:14][Si:7]1([CH3:15])[C:8]2[CH:13]=[CH:12][CH:11]=[CH:10][C:9]=2[C:5]2[CH:4]=[CH:3][C:2]([NH2:17])=[CH:16][C:6]1=2. The catalyst class is: 1. (4) Reactant: [N+:1]([C:4]1[CH:19]=[CH:18][C:7]([C:8]([NH:10][CH2:11][CH2:12][N:13]([CH2:16][CH3:17])[CH2:14][CH3:15])=[O:9])=[C:6]([O:20][CH3:21])[CH:5]=1)([O-])=O.C(O)C. Product: [NH2:1][C:4]1[CH:19]=[CH:18][C:7]([C:8]([NH:10][CH2:11][CH2:12][N:13]([CH2:14][CH3:15])[CH2:16][CH3:17])=[O:9])=[C:6]([O:20][CH3:21])[CH:5]=1. The catalyst class is: 312.